Dataset: Full USPTO retrosynthesis dataset with 1.9M reactions from patents (1976-2016). Task: Predict the reactants needed to synthesize the given product. (1) Given the product [C:1]([O:5][C:6]([N:8]1[C@@H:12]([CH2:13][CH2:14][C:15]2[CH:16]=[CH:17][C:18]([NH:21][CH:33]([C:30]3[CH:29]=[CH:28][C:27]([Br:26])=[CH:32][N:31]=3)[C:34]([F:37])([F:36])[F:35])=[CH:19][CH:20]=2)[CH2:11][O:10][C:9]1([CH3:23])[CH3:22])=[O:7])([CH3:4])([CH3:2])[CH3:3], predict the reactants needed to synthesize it. The reactants are: [C:1]([O:5][C:6]([N:8]1[C@@H:12]([CH2:13][CH2:14][C:15]2[CH:20]=[CH:19][C:18]([NH2:21])=[CH:17][CH:16]=2)[CH2:11][O:10][C:9]1([CH3:23])[CH3:22])=[O:7])([CH3:4])([CH3:3])[CH3:2].[H-].[Na+].[Br:26][C:27]1[CH:28]=[CH:29][C:30]([CH:33](OS(C(F)(F)F)(=O)=O)[C:34]([F:37])([F:36])[F:35])=[N:31][CH:32]=1. (2) Given the product [C:48]([O:47][CH2:46][CH2:45][O:10][C@@H:9]1[C@H:4]2[O:3][C:2]([CH3:31])([CH3:1])[O:6][C@H:5]2[C@H:7]([NH:11][C:12]([C:13]2[CH:18]=[CH:17][CH:16]=[CH:15][CH:14]=2)([C:25]2[CH:30]=[CH:29][CH:28]=[CH:27][CH:26]=2)[C:19]2[CH:20]=[CH:21][CH:22]=[CH:23][CH:24]=2)[CH2:8]1)([CH3:51])([CH3:50])[CH3:49], predict the reactants needed to synthesize it. The reactants are: [CH3:1][C:2]1([CH3:31])[O:6][C@H:5]2[C@H:7]([NH:11][C:12]([C:25]3[CH:30]=[CH:29][CH:28]=[CH:27][CH:26]=3)([C:19]3[CH:24]=[CH:23][CH:22]=[CH:21][CH:20]=3)[C:13]3[CH:18]=[CH:17][CH:16]=[CH:15][CH:14]=3)[CH2:8][C@H:9]([OH:10])[C@H:4]2[O:3]1.[H-].[Na+].CC1C=CC(S(O[CH2:45][CH2:46][O:47][C:48]([CH3:51])([CH3:50])[CH3:49])(=O)=O)=CC=1. (3) Given the product [C:15]([O:19][C:20](=[O:35])[NH:21][C@H:22]([C:26]([N:28]1[CH2:33][CH2:32][CH:31]([O:34][C:40]2[CH:41]=[CH:42][C:37]([F:36])=[CH:38][C:39]=2[O:44][CH3:45])[CH2:30][CH2:29]1)=[O:27])[CH:23]([CH3:25])[CH3:24])([CH3:17])([CH3:18])[CH3:16], predict the reactants needed to synthesize it. The reactants are: N(C(OC(C)C)=O)=NC(OC(C)C)=O.[C:15]([O:19][C:20](=[O:35])[NH:21][C@H:22]([C:26]([N:28]1[CH2:33][CH2:32][CH:31]([OH:34])[CH2:30][CH2:29]1)=[O:27])[CH:23]([CH3:25])[CH3:24])([CH3:18])([CH3:17])[CH3:16].[F:36][C:37]1[CH:42]=[CH:41][C:40](O)=[C:39]([O:44][CH3:45])[CH:38]=1.C1(P(C2C=CC=CC=2)C2C=CC=CC=2)C=CC=CC=1. (4) Given the product [CH2:25]([O:27][C:28]([C:30]1=[CH:31][C:19]2[CH:20]=[CH:21][C:16]([C:14]([N:9]3[CH2:13][CH2:12][CH2:11][CH2:10]3)=[O:15])=[CH:17][C:18]=2[N:34]=[C:35]([C:37]([O:39][C:40]([CH3:41])([CH3:43])[CH3:42])=[O:38])[CH2:36]1)=[O:29])[CH3:26], predict the reactants needed to synthesize it. The reactants are: [O-]P([O-])([O-])=O.[K+].[K+].[K+].[N:9]1([C:14]([C:16]2[CH:21]=[CH:20][C:19](B(O)O)=[CH:18][CH:17]=2)=[O:15])[CH2:13][CH2:12][CH2:11][CH2:10]1.[CH2:25]([O:27][C:28]([C:30]1=[CH:31]C2C=CC(Br)=CC=2[N:34]=[C:35]([C:37]([O:39][C:40]([CH3:43])([CH3:42])[CH3:41])=[O:38])[CH2:36]1)=[O:29])[CH3:26]. (5) Given the product [C:2]([C:7]1[O:11][C:10]([CH2:12][N:13]2[CH:17]=[CH:16][C:15]([NH:18][C:36]([C:32]3[N:33]=[CH:34][O:35][C:31]=3[C:27]3[CH:28]=[CH:29][CH:30]=[C:25]([CH2:24][CH2:23][O:22][CH:19]([CH3:21])[CH3:20])[CH:26]=3)=[O:37])=[N:14]2)=[CH:9][CH:8]=1)(=[O:6])[CH3:1], predict the reactants needed to synthesize it. The reactants are: [CH3:1][C:2]1([C:7]2[O:11][C:10]([CH2:12][N:13]3[CH:17]=[CH:16][C:15]([NH2:18])=[N:14]3)=[CH:9][CH:8]=2)[O:6]CCO1.[CH:19]([O:22][CH2:23][CH2:24][C:25]1[CH:26]=[C:27]([C:31]2[O:35][CH:34]=[N:33][C:32]=2[C:36](O)=[O:37])[CH:28]=[CH:29][CH:30]=1)([CH3:21])[CH3:20]. (6) Given the product [Cl:31][C:24]1[N:23]=[C:22]([N:16]2[CH:17]=[C:18]([CH3:20])[N:19]=[C:15]2[C:9]2[CH:10]=[C:11]([Cl:14])[CH:12]=[CH:13][C:8]=2[Cl:7])[C:27]([N+:28]([O-:30])=[O:29])=[CH:26][CH:25]=1, predict the reactants needed to synthesize it. The reactants are: C([O-])([O-])=O.[K+].[K+].[Cl:7][C:8]1[CH:13]=[CH:12][C:11]([Cl:14])=[CH:10][C:9]=1[C:15]1[NH:16][CH:17]=[C:18]([CH3:20])[N:19]=1.Cl[C:22]1[C:27]([N+:28]([O-:30])=[O:29])=[CH:26][CH:25]=[C:24]([Cl:31])[N:23]=1.